From a dataset of NCI-60 drug combinations with 297,098 pairs across 59 cell lines. Regression. Given two drug SMILES strings and cell line genomic features, predict the synergy score measuring deviation from expected non-interaction effect. (1) Drug 1: CN(CCCl)CCCl.Cl. Drug 2: B(C(CC(C)C)NC(=O)C(CC1=CC=CC=C1)NC(=O)C2=NC=CN=C2)(O)O. Cell line: BT-549. Synergy scores: CSS=38.2, Synergy_ZIP=-4.24, Synergy_Bliss=-3.69, Synergy_Loewe=-24.0, Synergy_HSA=-2.45. (2) Drug 1: CN(CC1=CN=C2C(=N1)C(=NC(=N2)N)N)C3=CC=C(C=C3)C(=O)NC(CCC(=O)O)C(=O)O. Drug 2: C1CC(=O)NC(=O)C1N2C(=O)C3=CC=CC=C3C2=O. Cell line: SF-539. Synergy scores: CSS=14.9, Synergy_ZIP=-7.50, Synergy_Bliss=-17.2, Synergy_Loewe=-44.2, Synergy_HSA=-17.6. (3) Cell line: HOP-92. Drug 2: CC1C(C(CC(O1)OC2CC(CC3=C2C(=C4C(=C3O)C(=O)C5=CC=CC=C5C4=O)O)(C(=O)C)O)N)O. Drug 1: CC1=C(C(CCC1)(C)C)C=CC(=CC=CC(=CC(=O)O)C)C. Synergy scores: CSS=37.9, Synergy_ZIP=-9.47, Synergy_Bliss=-9.98, Synergy_Loewe=-4.47, Synergy_HSA=-1.70. (4) Cell line: NCI-H226. Drug 1: CS(=O)(=O)C1=CC(=C(C=C1)C(=O)NC2=CC(=C(C=C2)Cl)C3=CC=CC=N3)Cl. Drug 2: CN1CCC(CC1)COC2=C(C=C3C(=C2)N=CN=C3NC4=C(C=C(C=C4)Br)F)OC. Synergy scores: CSS=12.4, Synergy_ZIP=-2.43, Synergy_Bliss=3.26, Synergy_Loewe=2.41, Synergy_HSA=4.01. (5) Drug 1: CN(C)C1=NC(=NC(=N1)N(C)C)N(C)C. Drug 2: CC1=C2C(C(=O)C3(C(CC4C(C3C(C(C2(C)C)(CC1OC(=O)C(C(C5=CC=CC=C5)NC(=O)C6=CC=CC=C6)O)O)OC(=O)C7=CC=CC=C7)(CO4)OC(=O)C)O)C)OC(=O)C. Cell line: RPMI-8226. Synergy scores: CSS=56.0, Synergy_ZIP=11.1, Synergy_Bliss=10.5, Synergy_Loewe=-39.9, Synergy_HSA=5.12. (6) Drug 1: C1=C(C(=O)NC(=O)N1)F. Drug 2: CN(CCCl)CCCl.Cl. Cell line: MALME-3M. Synergy scores: CSS=38.2, Synergy_ZIP=-0.747, Synergy_Bliss=2.32, Synergy_Loewe=3.93, Synergy_HSA=4.77. (7) Drug 1: CS(=O)(=O)C1=CC(=C(C=C1)C(=O)NC2=CC(=C(C=C2)Cl)C3=CC=CC=N3)Cl. Drug 2: C1CCN(CC1)CCOC2=CC=C(C=C2)C(=O)C3=C(SC4=C3C=CC(=C4)O)C5=CC=C(C=C5)O. Cell line: DU-145. Synergy scores: CSS=8.25, Synergy_ZIP=1.73, Synergy_Bliss=11.0, Synergy_Loewe=6.57, Synergy_HSA=7.28.